The task is: Predict the reaction yield, written as a fraction of the theoretical maximum amount of product (1.0 means a 100% yield; for example, 0.34 means a 34% yield).. This data is from Reaction yield outcomes from USPTO patents with 853,638 reactions. (1) The reactants are Br[C:2]1[C:3]([CH3:13])=[C:4]([CH2:11][CH3:12])[C:5]([O:9][CH3:10])=[N:6][C:7]=1[CH3:8].[C:14]([C:16]1[CH:17]=[C:18](B(O)O)[CH:19]=[CH:20][CH:21]=1)#[N:15].C(=O)([O-])[O-].[Na+].[Na+].C1(C)C=CC=CC=1. The catalyst is C1(P(C2C=CC=CC=2)C2C=CC=CC=2)C=CC=CC=1.C1(P(C2C=CC=CC=2)C2C=CC=CC=2)C=CC=CC=1.C1(P(C2C=CC=CC=2)C2C=CC=CC=2)C=CC=CC=1.C1(P(C2C=CC=CC=2)C2C=CC=CC=2)C=CC=CC=1.[Pd].CO. The product is [CH2:11]([C:4]1[C:3]([CH3:13])=[C:2]([C:20]2[CH:21]=[C:16]([CH:17]=[CH:18][CH:19]=2)[C:14]#[N:15])[C:7]([CH3:8])=[N:6][C:5]=1[O:9][CH3:10])[CH3:12]. The yield is 0.140. (2) The reactants are Br[C:2]1[C:7]([F:8])=[CH:6][CH:5]=[C:4]([CH3:9])[N:3]=1.[F:10][C:11]1[CH:16]=[CH:15][CH:14]=[C:13]([F:17])[C:12]=1B(O)O.[F-].[K+].C(P(C(C)(C)C)C(C)(C)C)(C)(C)C.[BH4-].[Na+]. The catalyst is C1COCC1.O.CCO.C1C=CC(/C=C/C(/C=C/C2C=CC=CC=2)=O)=CC=1.C1C=CC(/C=C/C(/C=C/C2C=CC=CC=2)=O)=CC=1.C1C=CC(/C=C/C(/C=C/C2C=CC=CC=2)=O)=CC=1.[Pd].[Pd]. The product is [F:10][C:11]1[CH:16]=[CH:15][CH:14]=[C:13]([F:17])[C:12]=1[C:2]1[C:7]([F:8])=[CH:6][CH:5]=[C:4]([CH3:9])[N:3]=1. The yield is 0.860. (3) The reactants are [Cl:1][C:2]1[C:7]([N:8]2[CH2:13][CH2:12][CH:11]([C:14]3[C:19]([F:20])=[CH:18][CH:17]=[C:16]([F:21])[C:15]=3[O:22][CH:23]([F:25])[F:24])[CH2:10][CH2:9]2)=[CH:6][N:5]=[N:4][C:3]=1[NH:26][NH2:27].C(=O)([O-])[O-].[Na+].[Na+].C1COCC1.[F:39][C:40]([F:46])([F:45])[CH2:41][C:42](Cl)=[O:43]. The catalyst is C(OCC)(=O)C.C(=O)(O)[O-].[Na+]. The product is [Cl:1][C:2]1[C:7]([N:8]2[CH2:9][CH2:10][CH:11]([C:14]3[C:19]([F:20])=[CH:18][CH:17]=[C:16]([F:21])[C:15]=3[O:22][CH:23]([F:25])[F:24])[CH2:12][CH2:13]2)=[CH:6][N:5]=[N:4][C:3]=1[NH:26][NH:27][C:42](=[O:43])[CH2:41][C:40]([F:46])([F:45])[F:39]. The yield is 0.242. (4) The reactants are N[C:2]1[CH:3]=[C:4]([C:8]2[C:9]([C:14]#[N:15])=[CH:10][CH:11]=[CH:12][CH:13]=2)[CH:5]=[CH:6][CH:7]=1.S(=O)(=O)(O)[OH:17].N([O-])=O.[Na+]. The catalyst is O1CCOCC1.O. The product is [OH:17][C:2]1[CH:3]=[C:4]([C:8]2[C:9]([C:14]#[N:15])=[CH:10][CH:11]=[CH:12][CH:13]=2)[CH:5]=[CH:6][CH:7]=1. The yield is 0.650. (5) The reactants are [NH2:1][C:2]1[CH:7]=[C:6]([O:8][C:9]2[C:14]([F:15])=[CH:13][C:12]([NH:16][C:17]([C:19]3([C:22]([NH:24][C:25]4[CH:30]=[CH:29][C:28]([F:31])=[CH:27][CH:26]=4)=[O:23])[CH2:21][CH2:20]3)=[O:18])=[C:11]([F:32])[CH:10]=2)[CH:5]=[CH:4][N:3]=1.[F:33][C:34]([CH3:39])([CH3:38])[C:35](O)=[O:36].CN(C(ON1N=NC2C=CC=NC1=2)=[N+](C)C)C.F[P-](F)(F)(F)(F)F.CCN(C(C)C)C(C)C. The catalyst is C(Cl)Cl. The product is [F:32][C:11]1[CH:10]=[C:9]([O:8][C:6]2[CH:5]=[CH:4][N:3]=[C:2]([NH:1][C:35](=[O:36])[C:34]([F:33])([CH3:39])[CH3:38])[CH:7]=2)[C:14]([F:15])=[CH:13][C:12]=1[NH:16][C:17]([C:19]1([C:22]([NH:24][C:25]2[CH:26]=[CH:27][C:28]([F:31])=[CH:29][CH:30]=2)=[O:23])[CH2:21][CH2:20]1)=[O:18]. The yield is 0.430. (6) The product is [C:30]([O:29][C:27]([N:25]([CH3:26])[C@H:22]1[CH2:21][CH2:20][C@H:19]([N:16]([CH2:17][CH3:18])[C:7]2[C:8]([CH3:15])=[C:9]([CH:14]=[C:5]([C:4]#[C:3][CH2:2][N:34]3[CH2:39][CH2:38][O:37][CH2:36][CH2:35]3)[CH:6]=2)[C:10]([O:12][CH3:13])=[O:11])[CH2:24][CH2:23]1)=[O:28])([CH3:33])([CH3:32])[CH3:31]. The catalyst is CN(C=O)C. The reactants are Br[CH2:2][C:3]#[C:4][C:5]1[CH:6]=[C:7]([N:16]([C@H:19]2[CH2:24][CH2:23][C@H:22]([N:25]([C:27]([O:29][C:30]([CH3:33])([CH3:32])[CH3:31])=[O:28])[CH3:26])[CH2:21][CH2:20]2)[CH2:17][CH3:18])[C:8]([CH3:15])=[C:9]([CH:14]=1)[C:10]([O:12][CH3:13])=[O:11].[NH:34]1[CH2:39][CH2:38][O:37][CH2:36][CH2:35]1. The yield is 0.987. (7) The reactants are [H-].[Na+].[N:3]1([C:10]2[C:19]3[C:14](=[CH:15][C:16]([CH2:20][OH:21])=[CH:17][CH:18]=3)[N:13]=[C:12]([CH3:22])[CH:11]=2)[CH2:9][CH2:8][CH2:7][CH2:6][CH2:5][CH2:4]1.F[C:24]1[CH:31]=[CH:30][C:27]([C:28]#[N:29])=[CH:26][CH:25]=1. The catalyst is CN(C)C=O. The product is [N:3]1([C:10]2[C:19]3[C:14](=[CH:15][C:16]([CH2:20][O:21][C:24]4[CH:31]=[CH:30][C:27]([C:28]#[N:29])=[CH:26][CH:25]=4)=[CH:17][CH:18]=3)[N:13]=[C:12]([CH3:22])[CH:11]=2)[CH2:4][CH2:5][CH2:6][CH2:7][CH2:8][CH2:9]1. The yield is 0.870. (8) The reactants are [C:1]([O:5][C:6]([N:8]1[CH2:12][CH2:11][CH2:10][CH:9]1[C:13]1[NH:14][CH:15]=[C:16](Br)[N:17]=1)=[O:7])([CH3:4])([CH3:3])[CH3:2].[CH3:19][O:20][C:21](=[O:62])[NH:22][C@H:23]([C:27]([N:29]1[CH2:33][CH2:32][CH2:31][C@H:30]1[C:34]1[NH:35][CH:36]=[C:37]([C:39]2[CH:44]=[CH:43][C:42]([C:45]3[C:46]4[S:52][CH:51]=[C:50](B5OC(C)(C)C(C)(C)O5)[C:47]=4[S:48][CH:49]=3)=[CH:41][CH:40]=2)[N:38]=1)=[O:28])[CH:24]([CH3:26])[CH3:25].C(=O)([O-])[O-].[Na+].[Na+].C(OCC)(=O)C. The catalyst is CN(C=O)C.O.C1C=CC([P]([Pd]([P](C2C=CC=CC=2)(C2C=CC=CC=2)C2C=CC=CC=2)([P](C2C=CC=CC=2)(C2C=CC=CC=2)C2C=CC=CC=2)[P](C2C=CC=CC=2)(C2C=CC=CC=2)C2C=CC=CC=2)(C2C=CC=CC=2)C2C=CC=CC=2)=CC=1. The product is [C:1]([O:5][C:6]([N:8]1[CH2:12][CH2:11][CH2:10][C@H:9]1[C:13]1[NH:17][C:16]([C:50]2[C:47]3[S:48][CH:49]=[C:45]([C:42]4[CH:41]=[CH:40][C:39]([C:37]5[N:38]=[C:34]([C@@H:30]6[CH2:31][CH2:32][CH2:33][N:29]6[C:27](=[O:28])[C@@H:23]([NH:22][C:21]([O:20][CH3:19])=[O:62])[CH:24]([CH3:25])[CH3:26])[NH:35][CH:36]=5)=[CH:44][CH:43]=4)[C:46]=3[S:52][CH:51]=2)=[CH:15][N:14]=1)=[O:7])([CH3:4])([CH3:3])[CH3:2]. The yield is 0.590. (9) The reactants are [CH3:1][O:2][C:3](=[O:23])[C:4]([C:16]1[CH:21]=[CH:20][C:19]([OH:22])=[CH:18][CH:17]=1)=[CH:5][C:6]1[CH:11]=[C:10]([O:12][CH3:13])[CH:9]=[C:8]([O:14][CH3:15])[CH:7]=1. The catalyst is C(O)C. The product is [CH3:1][O:2][C:3](=[O:23])[CH:4]([C:16]1[CH:17]=[CH:18][C:19]([OH:22])=[CH:20][CH:21]=1)[CH2:5][C:6]1[CH:7]=[C:8]([O:14][CH3:15])[CH:9]=[C:10]([O:12][CH3:13])[CH:11]=1. The yield is 1.00.